This data is from Forward reaction prediction with 1.9M reactions from USPTO patents (1976-2016). The task is: Predict the product of the given reaction. Given the reactants [Br:1][C:2]1[C:3]([O:13][C:14]2[CH:19]=[CH:18][CH:17]=[CH:16][CH:15]=2)=[C:4]2[C:9](=[CH:10][CH:11]=1)[NH:8][CH:7]([CH3:12])[CH2:6][CH2:5]2.N1C=CC=CC=1.[C:26](Cl)(=[O:28])[CH3:27], predict the reaction product. The product is: [Br:1][C:2]1[C:3]([O:13][C:14]2[CH:19]=[CH:18][CH:17]=[CH:16][CH:15]=2)=[C:4]2[C:9](=[CH:10][CH:11]=1)[N:8]([C:26](=[O:28])[CH3:27])[CH:7]([CH3:12])[CH2:6][CH2:5]2.